From a dataset of Forward reaction prediction with 1.9M reactions from USPTO patents (1976-2016). Predict the product of the given reaction. Given the reactants C([N:3](CC)CC)C.CN.F[P-](F)(F)(F)(F)F.N1(O[P+](N(C)C)(N(C)C)N(C)C)C2C=CC=CC=2N=N1.[Cl:37][C:38]1[CH:46]=[CH:45][C:41]([C:42](O)=[O:43])=[C:40]([NH:47][CH2:48]C)[N:39]=1, predict the reaction product. The product is: [Cl:37][C:38]1[CH:46]=[CH:45][C:41]([C:42]([NH2:3])=[O:43])=[C:40]([NH:47][CH3:48])[N:39]=1.